From a dataset of Forward reaction prediction with 1.9M reactions from USPTO patents (1976-2016). Predict the product of the given reaction. Given the reactants [CH3:1][O:2][C:3](=[O:15])[C:4]1[CH:9]=[CH:8][CH:7]=[C:6]([NH:10][C:11](=[O:14])[CH2:12]Br)[CH:5]=1.[CH:16]([C:19]1[C:24]([CH3:25])=[CH:23][CH:22]=[CH:21][C:20]=1O)([CH3:18])[CH3:17].C(=O)([O-])[O-:28].[K+].[K+], predict the reaction product. The product is: [CH:16]([C:19]1[CH:20]=[CH:21][C:22]([O:28][CH2:12][C:11]([NH:10][C:6]2[CH:5]=[C:4]([CH:9]=[CH:8][CH:7]=2)[C:3]([O:2][CH3:1])=[O:15])=[O:14])=[CH:23][C:24]=1[CH3:25])([CH3:18])[CH3:17].